Predict the product of the given reaction. From a dataset of Forward reaction prediction with 1.9M reactions from USPTO patents (1976-2016). Given the reactants [Cl:1][C:2]1[C:3]2[N:4]([C:8]([C:13]3[CH:14]=[C:15]([OH:19])[CH:16]=[CH:17][CH:18]=3)=[C:9]([CH2:11][CH3:12])[N:10]=2)[CH:5]=[CH:6][CH:7]=1.Br[C:21]1[CH:26]=[CH:25][CH:24]=[C:23]([S:27]([CH:30]([CH3:32])[CH3:31])(=[O:29])=[O:28])[CH:22]=1, predict the reaction product. The product is: [Cl:1][C:2]1[C:3]2[N:4]([C:8]([C:13]3[CH:18]=[CH:17][CH:16]=[C:15]([O:19][C:25]4[CH:26]=[CH:21][CH:22]=[C:23]([S:27]([CH:30]([CH3:32])[CH3:31])(=[O:28])=[O:29])[CH:24]=4)[CH:14]=3)=[C:9]([CH2:11][CH3:12])[N:10]=2)[CH:5]=[CH:6][CH:7]=1.